This data is from Catalyst prediction with 721,799 reactions and 888 catalyst types from USPTO. The task is: Predict which catalyst facilitates the given reaction. (1) Reactant: [C:1]([C:3]1[C@@H:8]([C:9]2[CH:14]=[CH:13][C:12]([C:15]#[N:16])=[CH:11][CH:10]=2)[N:7]2[N:17]=[C:18]([S:20](Cl)(=[O:22])=[O:21])[N:19]=[C:6]2[N:5]([C:24]2[CH:29]=[CH:28][CH:27]=[C:26]([C:30]([F:33])([F:32])[F:31])[CH:25]=2)[C:4]=1[CH3:34])#[N:2].N.C([N:38](CC)CC)C. Product: [C:1]([C:3]1[C@@H:8]([C:9]2[CH:14]=[CH:13][C:12]([C:15]#[N:16])=[CH:11][CH:10]=2)[N:7]2[N:17]=[C:18]([S:20]([NH2:38])(=[O:22])=[O:21])[N:19]=[C:6]2[N:5]([C:24]2[CH:29]=[CH:28][CH:27]=[C:26]([C:30]([F:33])([F:32])[F:31])[CH:25]=2)[C:4]=1[CH3:34])#[N:2]. The catalyst class is: 12. (2) Reactant: C([O:3][C:4]([C:6]1[N:7]=[C:8]([CH3:18])[S:9][C:10]=1[NH:11][C:12]1[CH:13]=[N:14][CH:15]=[CH:16][CH:17]=1)=[O:5])C.[OH-].[K+]. Product: [CH3:18][C:8]1[S:9][C:10]([NH:11][C:12]2[CH:13]=[N:14][CH:15]=[CH:16][CH:17]=2)=[C:6]([C:4]([OH:5])=[O:3])[N:7]=1. The catalyst class is: 24. (3) Reactant: [NH2:1][C:2]1[C:3]([CH3:15])=[C:4]([CH:8]=[CH:9][C:10]=1[S:11]([CH3:14])(=[O:13])=[O:12])[C:5]([OH:7])=O.[CH3:16][N:17]1[C:21]([OH:22])=[CH:20][C:19]([CH3:23])=[N:18]1.Cl.CN(C)CCCN=C=NCC.CCN(CC)CC.[Si](C#N)(C)(C)C.[C-]#N.[K+]. Product: [NH2:1][C:2]1[C:3]([CH3:15])=[C:4]([CH:8]=[CH:9][C:10]=1[S:11]([CH3:14])(=[O:13])=[O:12])[C:5]([C:20]1[C:19]([CH3:23])=[N:18][N:17]([CH3:16])[C:21]=1[OH:22])=[O:7]. The catalyst class is: 10.